From a dataset of Rat liver microsome stability data. Regression/Classification. Given a drug SMILES string, predict its absorption, distribution, metabolism, or excretion properties. Task type varies by dataset: regression for continuous measurements (e.g., permeability, clearance, half-life) or binary classification for categorical outcomes (e.g., BBB penetration, CYP inhibition). Dataset: rlm. (1) The drug is COc1ccc(C(=O)N2CCN(c3ccncn3)CC2)cc1C#Cc1cccc(Cl)c1. The result is 1 (stable in rat liver microsomes). (2) The drug is N#Cc1ccccc1Cn1c(N2CCC[C@@H](N)C2)nc2c(Cl)cc(Cl)cc2c1=O. The result is 1 (stable in rat liver microsomes). (3) The drug is CC1(C#N)CCN(c2c(C(=O)N3CCN(S(C)(=O)=O)CC3)cnc3[nH]ncc23)CC1. The result is 0 (unstable in rat liver microsomes). (4) The drug is O=C1NCc2cc(-c3cc4c(ccn4Cc4ccncc4)c(N4CCOCC4)n3)ccc21. The result is 1 (stable in rat liver microsomes). (5) The molecule is COC1[C@H](NC(=O)CC2OC(COCc3ccccc3)C(OCc3ccccc3)C(OCc3ccccc3)C2OCc2ccccc2)CC[C@H]2[C@H]3Cc4ccc(O)cc4[C@@]12CCN3C. The result is 1 (stable in rat liver microsomes).